This data is from Full USPTO retrosynthesis dataset with 1.9M reactions from patents (1976-2016). The task is: Predict the reactants needed to synthesize the given product. (1) Given the product [ClH:23].[N:1]1([C:6]2[NH:22][C:9]3=[N:10][CH:11]=[C:12]([NH2:14])[CH:13]=[C:8]3[CH:7]=2)[CH:5]=[CH:4][CH:3]=[N:2]1, predict the reactants needed to synthesize it. The reactants are: [N:1]1([C:6]2[NH:22][C:9]3=[N:10][CH:11]=[C:12]([NH:14]C(=O)OC(C)(C)C)[CH:13]=[C:8]3[CH:7]=2)[CH:5]=[CH:4][CH:3]=[N:2]1.[ClH:23]. (2) Given the product [Cl:1][C:2]1[CH:3]=[CH:4][C:5]([CH:8]([CH2:9][CH:10]=[CH2:11])/[C:17](/[F:34])=[C:18](\[F:33])/[CH2:19][C:20]2[CH:25]=[CH:24][CH:23]=[C:22]([O:26][C:27]3[CH:32]=[CH:31][CH:30]=[CH:29][CH:28]=3)[CH:21]=2)=[CH:6][CH:7]=1, predict the reactants needed to synthesize it. The reactants are: [Cl:1][C:2]1[CH:7]=[CH:6][C:5]([CH:8](/[C:17](/[F:34])=[C:18](\[F:33])/[CH2:19][C:20]2[CH:25]=[CH:24][CH:23]=[C:22]([O:26][C:27]3[CH:32]=[CH:31][CH:30]=[CH:29][CH:28]=3)[CH:21]=2)[CH2:9][CH:10](O)[CH2:11][Si](C)(C)C)=[CH:4][CH:3]=1. (3) Given the product [NH2:1][C:2]1[C:7]2=[C:8]([Br:15])[CH:9]=[C:10]([CH2:11][CH2:12][CH2:13][OH:14])[N:6]2[N:5]=[CH:4][N:3]=1, predict the reactants needed to synthesize it. The reactants are: [NH2:1][C:2]1[C:7]2=[CH:8][CH:9]=[C:10]([CH2:11][CH2:12][CH2:13][OH:14])[N:6]2[N:5]=[CH:4][N:3]=1.[Br:15]N1C(C)(C)C(=O)N(Br)C1=O. (4) Given the product [CH2:20]([C:5]1[CH:4]=[CH:3][C:2]([OH:25])=[CH:7][C:6]=1[CH:8]1[C:13](=[O:14])[C:12]([CH3:16])([CH3:15])[O:11][C:10]([CH3:18])([CH3:17])[C:9]1=[O:19])[CH3:21], predict the reactants needed to synthesize it. The reactants are: Br[C:2]1[CH:3]=[CH:4][C:5]([CH2:20][CH3:21])=[C:6]([CH:8]2[C:13](=[O:14])[C:12]([CH3:16])([CH3:15])[O:11][C:10]([CH3:18])([CH3:17])[C:9]2=[O:19])[CH:7]=1.N1CCC[C@H]1C(O)=[O:25].[OH-].[Na+].Cl. (5) Given the product [N:24]1([CH2:23][CH2:22][O:21][C:20]2[CH:19]=[C:18]([C:33]3[CH:34]=[C:35]4[C:41]([NH:42][C:43]([C:45]5[CH:46]=[N:47][N:48]([CH2:50][C:51]6[CH:52]=[CH:53][CH:54]=[CH:55][CH:56]=6)[CH:49]=5)=[O:44])=[CH:40][N:39]([S:57]([C:60]5[CH:65]=[CH:64][C:63]([CH3:66])=[CH:62][CH:61]=5)(=[O:59])=[O:58])[C:36]4=[N:37][CH:38]=3)[CH:31]=[CH:30][CH:29]=2)[CH2:28][CH2:27][CH2:26][CH2:25]1, predict the reactants needed to synthesize it. The reactants are: CC1(C)C(C)(C)OB(C2C=C(O)C=CC=2)O1.Br[C:18]1[CH:19]=[C:20]([CH:29]=[CH:30][CH:31]=1)[O:21][CH2:22][CH2:23][N:24]1[CH2:28][CH2:27][CH2:26][CH2:25]1.Br[C:33]1[CH:34]=[C:35]2[C:41]([NH:42][C:43]([C:45]3[CH:46]=[N:47][N:48]([CH2:50][C:51]4[CH:56]=[CH:55][CH:54]=[CH:53][CH:52]=4)[CH:49]=3)=[O:44])=[CH:40][N:39]([S:57]([C:60]3[CH:65]=[CH:64][C:63]([CH3:66])=[CH:62][CH:61]=3)(=[O:59])=[O:58])[C:36]2=[N:37][CH:38]=1. (6) The reactants are: [Cl:1][C:2]1[CH:8]=[CH:7][C:6]([SH:9])=[CH:5][C:3]=1[NH2:4].[C:10]([Si:14]([CH3:30])([CH3:29])[O:15][CH2:16][CH2:17][O:18][C:19]1[CH:24]=[CH:23][CH:22]=[CH:21][C:20]=1[C:25](O)([CH3:27])[CH3:26])([CH3:13])([CH3:12])[CH3:11].COC1C=CC=CC=1C(O)(C)C.[Cl:43][C:44]1[CH:50]=[CH:49][C:48]([S:51][C:52]([C:55]2[CH:60]=[CH:59][CH:58]=[CH:57][C:56]=2[O:61][CH2:62][CH2:63][OH:64])([CH3:54])[CH3:53])=[CH:47][C:45]=1[NH2:46].N1C=CN=C1.[Si](Cl)(C(C)(C)C)(C)C. Given the product [Cl:43][C:44]1[CH:50]=[CH:49][C:48]([S:51][C:52]([C:55]2[CH:60]=[CH:59][CH:58]=[CH:57][C:56]=2[O:61][CH2:62][CH2:63][OH:64])([CH3:54])[CH3:53])=[CH:47][C:45]=1[NH2:46].[Si:14]([O:15][CH2:16][CH2:17][O:18][C:19]1[CH:24]=[CH:23][CH:22]=[CH:21][C:20]=1[C:25]([CH3:27])([S:9][C:6]1[CH:7]=[CH:8][C:2]([Cl:1])=[C:3]([CH:5]=1)[NH2:4])[CH3:26])([C:10]([CH3:13])([CH3:12])[CH3:11])([CH3:29])[CH3:30], predict the reactants needed to synthesize it. (7) The reactants are: [CH2:1]([C@H:8]1[N:13]([C:14](=[O:34])[CH2:15][CH2:16][C:17]2[CH:22]=[CH:21][CH:20]=[CH:19][C:18]=2[O:23][C:24]2[CH:29]=[CH:28][CH:27]=[CH:26][C:25]=2/[CH:30]=[CH:31]/[C:32]#[N:33])[CH2:12][CH2:11][N:10](C(OC(C)(C)C)=O)[CH2:9]1)[C:2]1[CH:7]=[CH:6][CH:5]=[CH:4][CH:3]=1.[H][H]. Given the product [CH2:1]([C@@H:8]1[CH2:9][NH:10][CH2:11][CH2:12][N:13]1[C:14](=[O:34])[CH2:15][CH2:16][C:17]1[CH:22]=[CH:21][CH:20]=[CH:19][C:18]=1[O:23][C:24]1[CH:29]=[CH:28][CH:27]=[CH:26][C:25]=1[CH2:30][CH2:31][C:32]#[N:33])[C:2]1[CH:7]=[CH:6][CH:5]=[CH:4][CH:3]=1, predict the reactants needed to synthesize it. (8) Given the product [CH:1]1([N:4]([CH:18]2[CH2:23][CH2:22][N:21]([C:24]3[N:27]=[C:34]([C:29]4[CH:30]=[N:31][CH:32]=[CH:33][N:28]=4)[O:26][N:25]=3)[CH2:20][CH2:19]2)[C:5](=[O:17])[C:6]2[CH:11]=[CH:10][C:9]([C:12]3[O:16][CH:15]=[N:14][CH:13]=3)=[CH:8][CH:7]=2)[CH2:3][CH2:2]1, predict the reactants needed to synthesize it. The reactants are: [CH:1]1([N:4]([CH:18]2[CH2:23][CH2:22][N:21]([C:24](=[NH:27])[NH:25][OH:26])[CH2:20][CH2:19]2)[C:5](=[O:17])[C:6]2[CH:11]=[CH:10][C:9]([C:12]3[O:16][CH:15]=[N:14][CH:13]=3)=[CH:8][CH:7]=2)[CH2:3][CH2:2]1.[N:28]1[CH:33]=[CH:32][N:31]=[CH:30][C:29]=1[C:34](Cl)=O.